From a dataset of Full USPTO retrosynthesis dataset with 1.9M reactions from patents (1976-2016). Predict the reactants needed to synthesize the given product. (1) The reactants are: [O:1]=[C:2]1[C:10]2[C:5](=[CH:6][CH:7]=[CH:8][CH:9]=2)[C:4](=[O:11])[N:3]1[CH2:12][C:13]1[CH:45]=[CH:44][CH:43]=[CH:42][C:14]=1[CH2:15][O:16][C:17]1[CH:22]=[C:21]([CH3:23])[N:20]([CH2:24][C:25]2[CH:26]=[C:27]([CH:37]=[CH:38][CH:39]=2)[CH2:28][NH:29]C(=O)OC(C)(C)C)[C:19](=[O:40])[C:18]=1[Cl:41].Cl.O1CCOCC1.C(=O)([O-])[O-].[K+].[K+]. Given the product [NH2:29][CH2:28][C:27]1[CH:26]=[C:25]([CH:39]=[CH:38][CH:37]=1)[CH2:24][N:20]1[C:21]([CH3:23])=[CH:22][C:17]([O:16][CH2:15][C:14]2[CH:42]=[CH:43][CH:44]=[CH:45][C:13]=2[CH2:12][N:3]2[C:2](=[O:1])[C:10]3[C:5](=[CH:6][CH:7]=[CH:8][CH:9]=3)[C:4]2=[O:11])=[C:18]([Cl:41])[C:19]1=[O:40], predict the reactants needed to synthesize it. (2) Given the product [Br:1][C:2]1[CH:3]=[CH:4][C:5]([C:8]2[N:16]([C:18]3[CH:23]=[C:22]([C:24]#[N:25])[CH:21]=[CH:20][N:19]=3)[N:11]=[CH:10][CH:9]=2)=[CH:6][CH:7]=1, predict the reactants needed to synthesize it. The reactants are: [Br:1][C:2]1[CH:7]=[CH:6][C:5]([C:8](=O)/[CH:9]=[CH:10]/[N:11](C)C)=[CH:4][CH:3]=1.Cl.[NH:16]([C:18]1[CH:23]=[C:22]([C:24]#[N:25])[CH:21]=[CH:20][N:19]=1)N. (3) Given the product [C:9](=[O:10])([O:1][CH2:2][CH:3]1[CH2:4][CH2:5][C:6](=[O:8])[NH:7]1)[O:11][CH2:12][CH:13]1[C:25]2[CH:24]=[CH:23][CH:22]=[CH:21][C:20]=2[C:19]2[C:14]1=[CH:15][CH:16]=[CH:17][CH:18]=2, predict the reactants needed to synthesize it. The reactants are: [OH:1][CH2:2][CH:3]1[NH:7][C:6](=[O:8])[CH2:5][CH2:4]1.[C:9](Cl)([O:11][CH2:12][CH:13]1[C:25]2[C:20](=[CH:21][CH:22]=[CH:23][CH:24]=2)[C:19]2[C:14]1=[CH:15][CH:16]=[CH:17][CH:18]=2)=[O:10].N1C=CC=CC=1. (4) The reactants are: [Cl:1][C:2]1[CH:3]=[C:4]([C:8]([OH:10])=O)[N:5]([CH3:7])[CH:6]=1.C(N(CC)CC)C.F[P-](F)(F)(F)(F)F.N1(O[P+](N(C)C)(N(C)C)N(C)C)C2C=CC=CC=2N=N1.[NH2:45][CH2:46][C:47]1[N:48]=[CH:49][NH:50][CH:51]=1. Given the product [NH:50]1[CH:51]=[C:47]([CH2:46][NH:45][C:8]([C:4]2[N:5]([CH3:7])[CH:6]=[C:2]([Cl:1])[CH:3]=2)=[O:10])[N:48]=[CH:49]1, predict the reactants needed to synthesize it. (5) Given the product [NH2:36][C:31]1[CH:30]=[C:29]([C:17]2[CH:18]=[C:19]([N:22]3[CH:27]=[CH:26][CH:25]=[CH:24][C:23]3=[O:28])[CH:20]=[CH:21][C:16]=2[N:14]2[CH:15]=[C:11]([CH2:10][NH:9][C:7]([C:5]3[S:6][C:2]([Cl:1])=[CH:3][CH:4]=3)=[O:8])[N:12]=[N:13]2)[CH:34]=[CH:33][N:32]=1, predict the reactants needed to synthesize it. The reactants are: [Cl:1][C:2]1[S:6][C:5]([C:7]([NH:9][CH2:10][C:11]2[N:12]=[N:13][N:14]([C:16]3[CH:21]=[CH:20][C:19]([N:22]4[CH:27]=[CH:26][CH:25]=[CH:24][C:23]4=[O:28])=[CH:18][C:17]=3[C:29]3[CH:34]=[CH:33][N:32]=[C:31](F)[CH:30]=3)[CH:15]=2)=[O:8])=[CH:4][CH:3]=1.[N-:36]=[N+]=[N-].[Na+]. (6) The reactants are: [N:1]1[CH:6]=[CH:5][CH:4]=[C:3]([C:7]2[N:8]=[N:9][N:10]([C:12]3[CH:17]=[CH:16][C:15]([CH2:18][CH2:19][CH2:20][NH2:21])=[CH:14][CH:13]=3)[CH:11]=2)[CH:2]=1.[C:22]1([C:31]2[CH:36]=[CH:35][CH:34]=[CH:33][CH:32]=2)[C:23]([C:28](O)=[O:29])=[CH:24][CH:25]=[CH:26][CH:27]=1. Given the product [N:1]1[CH:6]=[CH:5][CH:4]=[C:3]([C:7]2[N:8]=[N:9][N:10]([C:12]3[CH:17]=[CH:16][C:15]([CH2:18][CH2:19][CH2:20][NH:21][C:28]([C:23]4[C:22]([C:31]5[CH:36]=[CH:35][CH:34]=[CH:33][CH:32]=5)=[CH:27][CH:26]=[CH:25][CH:24]=4)=[O:29])=[CH:14][CH:13]=3)[CH:11]=2)[CH:2]=1, predict the reactants needed to synthesize it. (7) Given the product [CH2:24]([N:9]1[C:10]2[C:6](=[CH:5][CH:4]=[CH:3][C:2]=2[Cl:1])[C:7]([C:11]2[CH:16]=[CH:15][C:14]([O:17][CH3:18])=[CH:13][C:12]=2[CH3:19])=[N:8]1)[CH:23]=[CH2:22], predict the reactants needed to synthesize it. The reactants are: [Cl:1][C:2]1[CH:3]=[CH:4][CH:5]=[C:6]2[C:10]=1[NH:9][N:8]=[C:7]2[C:11]1[CH:16]=[CH:15][C:14]([O:17][CH3:18])=[CH:13][C:12]=1[CH3:19].[H-].[Na+].[CH2:22](Br)[CH:23]=[CH2:24].